Dataset: Full USPTO retrosynthesis dataset with 1.9M reactions from patents (1976-2016). Task: Predict the reactants needed to synthesize the given product. (1) Given the product [CH2:1]([O:3][C:4](=[O:12])[C:5]1[CH:10]=[CH:9][C:8]([N:11]=[CH:17][C:16]2[CH:19]=[C:20]([Cl:22])[CH:21]=[C:14]([Br:13])[CH:15]=2)=[CH:7][CH:6]=1)[CH3:2], predict the reactants needed to synthesize it. The reactants are: [CH2:1]([O:3][C:4](=[O:12])[C:5]1[CH:10]=[CH:9][C:8]([NH2:11])=[CH:7][CH:6]=1)[CH3:2].[Br:13][C:14]1[CH:15]=[C:16]([CH:19]=[C:20]([Cl:22])[CH:21]=1)[CH:17]=O. (2) Given the product [Cl:1][C:2]1[C:3]([C:10]([NH2:14])=[O:12])=[N:4][CH:5]=[C:6]([C:8]#[N:9])[CH:7]=1, predict the reactants needed to synthesize it. The reactants are: [Cl:1][C:2]1[C:3]([C:10]([OH:12])=O)=[N:4][CH:5]=[C:6]([C:8]#[N:9])[CH:7]=1.C(C1C=C(C)C(C(N)=O)=NC=1)#[N:14].